Dataset: Forward reaction prediction with 1.9M reactions from USPTO patents (1976-2016). Task: Predict the product of the given reaction. (1) Given the reactants [Br:1][C:2]1[CH:9]=[CH:8][C:5]([CH:6]=[O:7])=[C:4]([F:10])[CH:3]=1.[CH2:11](O)[CH2:12][OH:13].C(=O)([O-])O.[Na+], predict the reaction product. The product is: [Br:1][C:2]1[CH:9]=[CH:8][C:5]([CH:6]2[O:13][CH2:12][CH2:11][O:7]2)=[C:4]([F:10])[CH:3]=1. (2) Given the reactants [Cl:1][C:2]1[CH:7]=[CH:6][C:5]([CH2:8][CH2:9][C:10](O)=[O:11])=[CH:4][CH:3]=1.S(Cl)(Cl)=O, predict the reaction product. The product is: [Cl:1][C:2]1[CH:3]=[CH:4][C:5]([CH2:8][CH2:9][CH2:10][OH:11])=[CH:6][CH:7]=1. (3) Given the reactants [CH3:1][O:2][C:3](=[O:29])[CH2:4][CH2:5][C:6]1[CH:11]=[CH:10][C:9]([O:12][CH2:13][CH2:14][C:15]2[N:16]=[C:17]([C:21]3[CH:26]=[CH:25][C:24](Br)=[CH:23][CH:22]=3)[S:18][C:19]=2[CH3:20])=[CH:8][C:7]=1[CH3:28].[N:30]1[CH:35]=[CH:34][CH:33]=[C:32](B(O)O)[CH:31]=1.C(=O)([O-])[O-].[Na+].[Na+].B(O)O, predict the reaction product. The product is: [CH3:1][O:2][C:3](=[O:29])[CH2:4][CH2:5][C:6]1[CH:11]=[CH:10][C:9]([O:12][CH2:13][CH2:14][C:15]2[N:16]=[C:17]([C:21]3[CH:26]=[CH:25][C:24]([C:32]4[CH:31]=[N:30][CH:35]=[CH:34][CH:33]=4)=[CH:23][CH:22]=3)[S:18][C:19]=2[CH3:20])=[CH:8][C:7]=1[CH3:28].